From a dataset of Reaction yield outcomes from USPTO patents with 853,638 reactions. Predict the reaction yield, written as a fraction of the theoretical maximum amount of product (1.0 means a 100% yield; for example, 0.34 means a 34% yield). (1) The reactants are [SH:1][C:2]1[CH:7]=[CH:6][C:5]([CH2:8][OH:9])=[CH:4][CH:3]=1.CS(O[CH:15]1[CH2:18][N:17]([C:19]([C:21]2[O:22][C:23]([C:26]3[CH:31]=[CH:30][CH:29]=[CH:28][CH:27]=3)=[N:24][N:25]=2)=[O:20])[CH2:16]1)(=O)=O.C([O-])([O-])=O.[Cs+].[Cs+].C(OCC)(=O)C. The catalyst is CN(C=O)C. The product is [OH:9][CH2:8][C:5]1[CH:6]=[CH:7][C:2]([S:1][CH:15]2[CH2:16][N:17]([C:19]([C:21]3[O:22][C:23]([C:26]4[CH:31]=[CH:30][CH:29]=[CH:28][CH:27]=4)=[N:24][N:25]=3)=[O:20])[CH2:18]2)=[CH:3][CH:4]=1. The yield is 0.610. (2) The yield is 0.950. The product is [NH2:16][C:11]1[CH:10]=[CH:9][C:8]([N:7]2[CH:1]3[CH2:6][CH2:5][CH:4]2[CH2:3][CH2:2]3)=[CH:15][C:12]=1[C:13]#[N:14]. The catalyst is [Pd]. The reactants are [CH:1]12[N:7]([C:8]3[CH:9]=[CH:10][C:11]([N+:16]([O-])=O)=[C:12]([CH:15]=3)[C:13]#[N:14])[CH:4]([CH2:5][CH2:6]1)[CH2:3][CH2:2]2. (3) The reactants are Br[C:2]1[CH:11]=[N:10][CH:9]=[C:8]2[C:3]=1[CH:4]=[C:5]([C:12]([O:14][CH2:15][CH3:16])=[O:13])[CH:6]=[N:7]2.C1(C2C3C(=CC=CC=3)C=CC=2P(C2C=CC=CC=2)C2C=CC=CC=2)C2C(=CC=CC=2)C=CC=1P(C1C=CC=CC=1)C1C=CC=CC=1.C(=O)([O-])[O-].[Cs+].[Cs+].[F:69][C:70]1([F:76])[CH2:75][CH2:74][NH:73][CH2:72][CH2:71]1. The catalyst is C1(C)C=CC=CC=1.C([O-])(=O)C.[Pd+2].C([O-])(=O)C. The product is [CH2:15]([O:14][C:12]([C:5]1[CH:6]=[N:7][C:8]2[C:3]([CH:4]=1)=[C:2]([N:73]1[CH2:74][CH2:75][C:70]([F:76])([F:69])[CH2:71][CH2:72]1)[CH:11]=[N:10][CH:9]=2)=[O:13])[CH3:16]. The yield is 0.790. (4) The reactants are [C:1]([C:5]1[CH:6]=[C:7]2[C:12](=[C:13]([F:15])[CH:14]=1)[C:11](=[O:16])[NH:10][N:9]=[CH:8]2)([CH3:4])([CH3:3])[CH3:2].[Br:17][C:18]1[CH:23]=[CH:22][C:21]([CH2:24]Cl)=[CH:20][CH:19]=1. No catalyst specified. The product is [Br:17][C:18]1[CH:23]=[CH:22][C:21]([CH2:24][N:10]2[N:9]=[CH:8][C:7]3[C:12](=[C:13]([F:15])[CH:14]=[C:5]([C:1]([CH3:4])([CH3:2])[CH3:3])[CH:6]=3)[C:11]2=[O:16])=[CH:20][CH:19]=1. The yield is 0.900. (5) The reactants are [C:1]1(/[CH:7]=[CH:8]/[S:9]([NH:12][C:13]2[CH:14]=[C:15]([CH:19]=[CH:20][C:21]([OH:23])=O)[CH:16]=[CH:17][CH:18]=2)(=[O:11])=[O:10])[CH:6]=[CH:5][CH:4]=[CH:3][CH:2]=1.[Cl:24]CCl. The catalyst is CN(C)C=O. The product is [C:1]1(/[CH:7]=[CH:8]/[S:9]([NH:12][C:13]2[CH:14]=[C:15]([CH:19]=[CH:20][C:21]([Cl:24])=[O:23])[CH:16]=[CH:17][CH:18]=2)(=[O:11])=[O:10])[CH:6]=[CH:5][CH:4]=[CH:3][CH:2]=1. The yield is 0.980. (6) The reactants are [O:1]1[CH2:3][C@@H:2]1[CH2:4][N:5]1[C:13](=[O:14])[C:12]2[C:7](=[CH:8][CH:9]=[CH:10][CH:11]=2)[C:6]1=[O:15].[N:16]([C:19]1[CH:24]=[CH:23][C:22]([N:25]2[CH2:30][CH2:29][O:28][CH2:27][C:26]2=[O:31])=[CH:21][CH:20]=1)=[C:17]=[O:18].[Br-].[Li+]. The catalyst is C(OCC)(=O)C. The product is [O:18]=[C:17]1[N:16]([C:19]2[CH:24]=[CH:23][C:22]([N:25]3[CH2:30][CH2:29][O:28][CH2:27][C:26]3=[O:31])=[CH:21][CH:20]=2)[CH2:3][C@H:2]([CH2:4][N:5]2[C:13](=[O:14])[C:12]3[C:7](=[CH:8][CH:9]=[CH:10][CH:11]=3)[C:6]2=[O:15])[O:1]1. The yield is 0.839. (7) The reactants are Br[C:2]1[CH:9]=[CH:8][C:5]([C:6]#[N:7])=[CH:4][N:3]=1.[N:10]1([C:20]([O:22][C:23]([CH3:26])([CH3:25])[CH3:24])=[O:21])[CH2:15][CH2:14][NH:13][CH:12]([C:16]([O:18][CH3:19])=[O:17])[CH2:11]1.C(OC(C)(C)C)=O. No catalyst specified. The product is [C:6]([C:5]1[CH:8]=[CH:9][C:2]([N:13]2[CH2:14][CH2:15][N:10]([C:20]([O:22][C:23]([CH3:24])([CH3:25])[CH3:26])=[O:21])[CH2:11][CH:12]2[C:16]([O:18][CH3:19])=[O:17])=[N:3][CH:4]=1)#[N:7]. The yield is 0.360.